This data is from Catalyst prediction with 721,799 reactions and 888 catalyst types from USPTO. The task is: Predict which catalyst facilitates the given reaction. Reactant: [CH3:1][S:2]([C:5]1[CH:36]=[CH:35][C:8]([CH2:9][NH:10][C:11]([C:13]2[C:14](=[O:34])[N:15]([C:24]3[CH:29]=[CH:28][CH:27]=[C:26]([C:30]([F:33])([F:32])[F:31])[CH:25]=3)[C:16]([CH3:23])=[C:17]([C:19](=O)[CH2:20]Br)[CH:18]=2)=[O:12])=[CH:7][CH:6]=1)(=[O:4])=[O:3].[NH2:37][C:38]([NH2:40])=[S:39].CC([O-])=O.[Na+]. Product: [CH3:1][S:2]([C:5]1[CH:6]=[CH:7][C:8]([CH2:9][NH:10][C:11]([C:13]2[C:14](=[O:34])[N:15]([C:24]3[CH:29]=[CH:28][CH:27]=[C:26]([C:30]([F:33])([F:31])[F:32])[CH:25]=3)[C:16]([CH3:23])=[C:17]([C:19]3[N:37]=[C:38]([NH2:40])[S:39][CH:20]=3)[CH:18]=2)=[O:12])=[CH:35][CH:36]=1)(=[O:3])=[O:4]. The catalyst class is: 14.